Dataset: Forward reaction prediction with 1.9M reactions from USPTO patents (1976-2016). Task: Predict the product of the given reaction. Given the reactants Cl.[Cl:2][C:3]1[CH:14]=[C:13]2[C:6]([NH:7][CH:8]=[C:9]2[CH2:10][CH2:11][NH2:12])=[CH:5][CH:4]=1.C([O-])([O-])=O.[Na+].[Na+].Br[CH2:22][CH2:23][CH2:24][CH2:25][C:26]([O-])=[O:27], predict the reaction product. The product is: [Cl:2][C:3]1[CH:14]=[C:13]2[C:6](=[CH:5][CH:4]=1)[NH:7][CH:8]=[C:9]2[CH2:10][CH2:11][N:12]1[CH2:22][CH2:23][CH2:24][CH2:25][C:26]1=[O:27].